From a dataset of Full USPTO retrosynthesis dataset with 1.9M reactions from patents (1976-2016). Predict the reactants needed to synthesize the given product. The reactants are: [Cl:1][C:2]1[C:10]2[C:5](=[CH:6][CH:7]=[C:8]([O:11][CH3:12])[CH:9]=2)[NH:4][C:3]=1[C:13]([NH:15][OH:16])=[NH:14].CO[C:19](OC)(N(C)C)[CH3:20]. Given the product [Cl:1][C:2]1[C:10]2[C:5](=[CH:6][CH:7]=[C:8]([O:11][CH3:12])[CH:9]=2)[NH:4][C:3]=1[C:13]1[N:14]=[C:19]([CH3:20])[O:16][N:15]=1, predict the reactants needed to synthesize it.